Dataset: Full USPTO retrosynthesis dataset with 1.9M reactions from patents (1976-2016). Task: Predict the reactants needed to synthesize the given product. (1) Given the product [CH3:1][O:2][C:3]1[CH:28]=[C:27]([O:29][CH3:30])[CH:26]=[CH:25][C:4]=1[CH2:5][N:6]([C:19]1[CH:24]=[CH:23][N:22]=[CH:21][N:20]=1)[S:7]([C:10]1[CH:15]=[CH:14][C:13]([O:42][C@H:38]2[CH2:39][CH2:40][CH2:41][C@@H:37]2[C:36]2[N:32]([CH3:31])[N:33]=[CH:34][CH:35]=2)=[C:12]([F:17])[C:11]=1[F:18])(=[O:8])=[O:9], predict the reactants needed to synthesize it. The reactants are: [CH3:1][O:2][C:3]1[CH:28]=[C:27]([O:29][CH3:30])[CH:26]=[CH:25][C:4]=1[CH2:5][N:6]([C:19]1[CH:24]=[CH:23][N:22]=[CH:21][N:20]=1)[S:7]([C:10]1[CH:15]=[CH:14][C:13](F)=[C:12]([F:17])[C:11]=1[F:18])(=[O:9])=[O:8].[CH3:31][N:32]1[C:36]([C@H:37]2[CH2:41][CH2:40][CH2:39][C@@H:38]2[OH:42])=[CH:35][CH:34]=[N:33]1.[H-].[Na+]. (2) Given the product [C:1]([O:5][C:6]([NH:8][CH2:9][C:10]1[N:11]([CH2:37][CH:38]([CH3:40])[CH3:39])[C:12](=[O:36])[C:13]2[C:18]([C:19]=1[C:20]1[CH:25]=[CH:24][CH:23]=[CH:22][CH:21]=1)=[CH:17][C:16]([C:26]1[S:27][CH:28]=[C:29]([C:31]([OH:33])=[O:32])[N:30]=1)=[CH:15][CH:14]=2)=[O:7])([CH3:4])([CH3:3])[CH3:2], predict the reactants needed to synthesize it. The reactants are: [C:1]([O:5][C:6]([NH:8][CH2:9][C:10]1[N:11]([CH2:37][CH:38]([CH3:40])[CH3:39])[C:12](=[O:36])[C:13]2[C:18]([C:19]=1[C:20]1[CH:25]=[CH:24][CH:23]=[CH:22][CH:21]=1)=[CH:17][C:16]([C:26]1[S:27][CH:28]=[C:29]([C:31]([O:33]CC)=[O:32])[N:30]=1)=[CH:15][CH:14]=2)=[O:7])([CH3:4])([CH3:3])[CH3:2].C(O)C.[OH-].[Na+].Cl. (3) Given the product [Cl:8][C:5]1[CH:6]=[CH:7][C:2]([CH:19]=[O:20])=[C:3]([CH2:9][F:10])[CH:4]=1, predict the reactants needed to synthesize it. The reactants are: Br[C:2]1[CH:7]=[CH:6][C:5]([Cl:8])=[CH:4][C:3]=1[CH2:9][F:10].C([Li])CCC.CN([CH:19]=[O:20])C.[Cl-].[NH4+]. (4) Given the product [F:24][C:21]1[CH:20]=[CH:19][C:18]([N:7]2[CH:8]=[C:9]([C:11]3[CH:12]=[CH:13][C:14]([F:17])=[CH:15][CH:16]=3)[N:10]=[C:6]2[CH2:5][C:4]([N:32]2[CH2:33][CH2:34][C:35]3[N:36]=[C:28]([CH3:27])[O:29][C:30]=3[CH2:31]2)=[O:25])=[CH:23][CH:22]=1, predict the reactants needed to synthesize it. The reactants are: C(O[C:4](=[O:25])[CH2:5][C:6]1[N:7]([C:18]2[CH:23]=[CH:22][C:21]([F:24])=[CH:20][CH:19]=2)[CH:8]=[C:9]([C:11]2[CH:16]=[CH:15][C:14]([F:17])=[CH:13][CH:12]=2)[N:10]=1)C.Cl.[CH3:27][C:28]1[O:29][C:30]2[CH2:31][NH:32][CH2:33][CH2:34][C:35]=2[N:36]=1.CCN(C(C)C)C(C)C.O.